Dataset: Reaction yield outcomes from USPTO patents with 853,638 reactions. Task: Predict the reaction yield, written as a fraction of the theoretical maximum amount of product (1.0 means a 100% yield; for example, 0.34 means a 34% yield). (1) The reactants are CC1CC2C(=CC([N+:11]([O-:13])=[O:12])=CC=2)C1=O.[CH3:15][CH:16]1[CH2:24][C:23]2[C:18](=[CH:19][CH:20]=[CH:21][CH:22]=2)[C:17]1=[O:25]. The catalyst is [N+]([O-])(O)=O. The product is [CH3:15][CH:16]1[CH2:24][C:23]2[C:18](=[CH:19][CH:20]=[CH:21][C:22]=2[N+:11]([O-:13])=[O:12])[C:17]1=[O:25]. The yield is 0.0800. (2) The reactants are [NH:1]1[C:9]2[C:4](=[CH:5][C:6]([C:10]3[CH2:11][CH2:12][N:13]([C:16]([O:18][C:19]([CH3:22])([CH3:21])[CH3:20])=[O:17])[CH2:14][CH:15]=3)=[CH:7][CH:8]=2)[CH:3]=[N:2]1. The catalyst is CO.[Pd]. The product is [NH:1]1[C:9]2[C:4](=[CH:5][C:6]([CH:10]3[CH2:11][CH2:12][N:13]([C:16]([O:18][C:19]([CH3:22])([CH3:21])[CH3:20])=[O:17])[CH2:14][CH2:15]3)=[CH:7][CH:8]=2)[CH:3]=[N:2]1. The yield is 0.990. (3) The reactants are [O:1]=[CH:2][C@H:3]([C@@H:5]([C@H:7]([CH2:9][OH:10])[OH:8])[OH:6])[OH:4].B(O)(O)O.[C:15]([OH:18])(=O)[CH3:16].C(O[C:23](=[O:25])[CH3:24])(=O)C. The catalyst is N1C=CC=CC=1.O.CO.CCOC(C)=O. The product is [C:2]([O:1][CH:2]1[O:8][C@@H:7]([CH2:9][O:10][C:15](=[O:18])[CH3:16])[C@@H:5]([O:6][C:23](=[O:25])[CH3:24])[C@@H:3]1[O:4][C:5](=[O:6])[CH3:7])(=[O:1])[CH3:3]. The yield is 0.850. (4) The reactants are [C:1]([C:13]1[CH:14]=[C:15]([CH:18]=[CH:19][CH:20]=1)[CH:16]=O)#[C:2][CH2:3][CH2:4][CH2:5][CH2:6][CH2:7][CH2:8][CH2:9][CH2:10][CH2:11][CH3:12].[F:21][C:22]([F:32])([F:31])[C:23]1[CH:30]=[CH:29][C:26]([CH2:27][NH2:28])=[CH:25][CH:24]=1. No catalyst specified. The product is [C:1]([C:13]1[CH:14]=[C:15]([CH:18]=[CH:19][CH:20]=1)[CH2:16][NH:28][CH2:27][C:26]1[CH:25]=[CH:24][C:23]([C:22]([F:21])([F:31])[F:32])=[CH:30][CH:29]=1)#[C:2][CH2:3][CH2:4][CH2:5][CH2:6][CH2:7][CH2:8][CH2:9][CH2:10][CH2:11][CH3:12]. The yield is 0.370. (5) The reactants are [Br-].[CH:2]1[C:14]2[CH2:13][C:12]3[C:7](=[CH:8][CH:9]=[CH:10][CH:11]=3)[C:6]=2[CH:5]=[CH:4][C:3]=1[N:15]1[CH:19]=[CH:18][N+:17]([CH2:20][CH2:21][CH2:22][CH2:23][CH2:24][CH3:25])=[CH:16]1.[F:26][B-:27]([F:30])([F:29])[F:28].[Na+]. The catalyst is O.C(O)C. The product is [F:26][B-:27]([F:30])([F:29])[F:28].[CH:2]1[C:14]2[CH2:13][C:12]3[C:7](=[CH:8][CH:9]=[CH:10][CH:11]=3)[C:6]=2[CH:5]=[CH:4][C:3]=1[N:15]1[CH:19]=[CH:18][N+:17]([CH2:20][CH2:21][CH2:22][CH2:23][CH2:24][CH3:25])=[CH:16]1. The yield is 0.900. (6) The reactants are [F:1][C:2]1[C:3]([NH:23][C:24]2[CH:29]=[CH:28][C:27](I)=[CH:26][C:25]=2[F:31])=[C:4]([CH:12]=[C:13]([CH2:16][N:17]2[C:21](=[O:22])[CH2:20][CH2:19][O:18]2)[C:14]=1[F:15])[C:5]([NH:7][O:8][CH2:9][CH2:10][OH:11])=[O:6].[CH:32](N(CC)C(C)C)(C)[CH3:33].C[Si](C#C)(C)C.[F-].C([N+](CCCC)(CCCC)CCCC)CCC. The catalyst is CO.C(Cl)Cl.CC#N.CC#N.Cl[Pd]Cl.[Cu](I)I. The product is [C:32]([C:27]1[CH:28]=[CH:29][C:24]([NH:23][C:3]2[C:2]([F:1])=[C:14]([F:15])[C:13]([CH2:16][N:17]3[C:21](=[O:22])[CH2:20][CH2:19][O:18]3)=[CH:12][C:4]=2[C:5]([NH:7][O:8][CH2:9][CH2:10][OH:11])=[O:6])=[C:25]([F:31])[CH:26]=1)#[CH:33]. The yield is 0.370. (7) The reactants are [Br-:1].[C:2]([CH:5]([CH2:29][CH2:30]C)[CH2:6][CH2:7][N:8]1[C:12]2[CH:13]=[CH:14][CH:15]=[CH:16][C:11]=2[S:10][C:9]1=[CH:17][C:18]1[C:27]2[C:22](=[CH:23][CH:24]=[CH:25][CH:26]=2)[N+:21]([CH3:28])=[CH:20][CH:19]=1)([OH:4])=[O:3].[Br-].C(C(CC)CCC[N+]1C2C=CC=CC=2SC=1C)(O)=O.[Br-].CC1SC2C=CC=CC=2[NH+]=1.[Br-].C[N+]1C2C(=CC=CC=2)C(C=C2N(CCCCC(O)=O)C3C=CC=CC=3S2)=CC=1. No catalyst specified. The product is [Br-:1].[C:2]([CH:5]([CH2:29][CH3:30])[CH2:6][CH2:7][N:8]1[C:12]2[CH:13]=[CH:14][CH:15]=[CH:16][C:11]=2[S:10][C:9]1=[CH:17][C:18]1[C:27]2[C:22](=[CH:23][CH:24]=[CH:25][CH:26]=2)[N+:21]([CH3:28])=[CH:20][CH:19]=1)([OH:4])=[O:3]. The yield is 0.220.